This data is from Catalyst prediction with 721,799 reactions and 888 catalyst types from USPTO. The task is: Predict which catalyst facilitates the given reaction. (1) Reactant: COC1C=[CH:55][C:6]([CH2:7][N:8]2C[C@H](OCC=C)[CH2:10][C@@H:9]2[C@@H:17]([OH:54])[C@@H:18]([NH:28]C(=O)[C@@H](N2CC[C@](NC(=O)C)(CC(C)C)C2=O)CCC2C=CC=CC=2)[CH2:19][C:20]2[CH:25]=[C:24]([F:26])[CH:23]=[C:22]([F:27])[CH:21]=2)=CC=1.[C:57]([NH:60][C@:61]1([C@@H:110]([CH2:112][CH3:113])[CH3:111])[CH2:65][CH2:64][N:63]([C@@H:66]([CH2:101][CH2:102][C:103]2[CH:108]=[CH:107][CH:106]=[CH:105][CH:104]=2)[C:67](N[C@@H](CC2C=C(F)C=C(F)C=2)[C@@H]([C@H]2CCCCN2C(C2C=CC=CC=2)C2C=CC=CC=2)O)=[O:68])[C:62]1=[O:109])(=[O:59])[CH3:58].C(N[C@]1([C@@H](CC)C)CCN([C@@H](CCC2C=CC=CC=2)C(O)=O)C1=O)(=O)C.CCN(C(C)C)C(C)C.CN(C(ON1N=NC2C=CC=NC1=2)=[N+](C)C)C.F[P-](F)(F)(F)(F)F.N[C@@H](CC1C=C(F)C=C(F)C=1)[C@@H]([C@H]1CCCCN1C(C1C=CC=CC=1)C1C=CC=CC=1)O. Product: [C:57]([NH:60][C@:61]1([C@@H:110]([CH2:112][CH3:113])[CH3:111])[CH2:65][CH2:64][N:63]([C@@H:66]([CH2:101][CH2:102][C:103]2[CH:104]=[CH:105][CH:106]=[CH:107][CH:108]=2)[C:67]([NH:28][C@@H:18]([CH2:19][C:20]2[CH:21]=[C:22]([F:27])[CH:23]=[C:24]([F:26])[CH:25]=2)[C@H:17]([OH:54])[C@H:9]2[CH2:10][CH2:55][CH2:6][CH2:7][NH:8]2)=[O:68])[C:62]1=[O:109])(=[O:59])[CH3:58]. The catalyst class is: 4. (2) The catalyst class is: 10. Reactant: [N:1]1([C:7]([O:9][C:10]([CH3:13])([CH3:12])[CH3:11])=[O:8])[CH2:6][CH2:5][NH:4][CH2:3][CH2:2]1.Br[C:15]1[CH:20]=[CH:19][C:18]([Cl:21])=[CH:17][N:16]=1.C(N(CC)CC)C. Product: [Cl:21][C:18]1[CH:19]=[CH:20][C:15]([N:4]2[CH2:5][CH2:6][N:1]([C:7]([O:9][C:10]([CH3:13])([CH3:12])[CH3:11])=[O:8])[CH2:2][CH2:3]2)=[N:16][CH:17]=1.